Predict the product of the given reaction. From a dataset of Forward reaction prediction with 1.9M reactions from USPTO patents (1976-2016). (1) The product is: [C:33]([O:32][C:31]([NH:30][CH2:29][CH2:28][O:1][C:2]1[CH:7]=[CH:6][C:5]([CH2:8][CH:9]([O:15][C:16]2[CH:17]=[CH:18][C:19]([CH3:22])=[CH:20][CH:21]=2)[C:10]([O:12][CH2:13][CH3:14])=[O:11])=[CH:4][CH:3]=1)=[O:37])([CH3:36])([CH3:35])[CH3:34]. Given the reactants [OH:1][C:2]1[CH:7]=[CH:6][C:5]([CH2:8][CH:9]([O:15][C:16]2[CH:21]=[CH:20][C:19]([CH3:22])=[CH:18][CH:17]=2)[C:10]([O:12][CH2:13][CH3:14])=[O:11])=[CH:4][CH:3]=1.CS(O[CH2:28][CH2:29][NH:30][C:31](=[O:37])[O:32][C:33]([CH3:36])([CH3:35])[CH3:34])(=O)=O.C(=O)([O-])[O-].[K+].[K+], predict the reaction product. (2) The product is: [I:11][C:7]1[CH:6]=[C:3]([CH:4]=[O:5])[C:2]2[O:1][C:13]([CH3:14])=[CH:12][C:9]=2[CH:8]=1. Given the reactants [OH:1][C:2]1[C:9](I)=[CH:8][C:7]([I:11])=[CH:6][C:3]=1[CH:4]=[O:5].[CH:12]#[C:13][CH3:14], predict the reaction product. (3) Given the reactants [Br:1][C:2]1[CH:3]=[C:4]2[C:9](=[CH:10][CH:11]=1)[CH:8]=[N:7][CH:6]=[CH:5]2.[BH4-].[Na+], predict the reaction product. The product is: [Br:1][C:2]1[CH:3]=[C:4]2[C:9](=[CH:10][CH:11]=1)[CH2:8][NH:7][CH2:6][CH2:5]2. (4) Given the reactants [CH3:1][O:2][C:3]1[CH:18]=[CH:17][C:6]([CH2:7][NH:8][CH2:9][CH2:10][N:11]2[CH2:16][CH2:15][O:14][CH2:13][CH2:12]2)=[CH:5][CH:4]=1.[Cl:19][C:20]1[CH:21]=[C:22](N(C2CC2)CC2C=CC(OC)=CC=2)[C:23]2[N:24]([C:26]([C:29]#[N:30])=[CH:27][N:28]=2)[N:25]=1, predict the reaction product. The product is: [Cl:19][C:20]1[CH:21]=[C:22]([N:8]([CH2:7][C:6]2[CH:5]=[CH:4][C:3]([O:2][CH3:1])=[CH:18][CH:17]=2)[CH2:9][CH2:10][N:11]2[CH2:12][CH2:13][O:14][CH2:15][CH2:16]2)[C:23]2[N:24]([C:26]([C:29]#[N:30])=[CH:27][N:28]=2)[N:25]=1. (5) Given the reactants [CH3:1][CH:2]([N:4]1[C:8](B2OC(C)(C)C(C)(C)O2)=[CH:7][CH:6]=[N:5]1)[CH3:3].[C:18](=[O:21])([O-])[O-:19].[Na+].[Na+].[CH2:24](O)[CH3:25].[C:27]1([CH3:33])[CH:32]=[CH:31][CH:30]=CC=1, predict the reaction product. The product is: [CH3:3][CH:2]([N:4]1[C:8]([C:30]2[CH2:31][CH2:32][CH2:27][C:33]=2[C:18]([O:19][CH2:24][CH3:25])=[O:21])=[CH:7][CH:6]=[N:5]1)[CH3:1]. (6) Given the reactants [CH3:1][C:2]1[C:6]([C:7]2[CH:12]=[C:11]([NH2:13])[C:10]([NH2:14])=[C:9]([C:15]3[C:24]([CH3:25])=[CH:23][CH:22]=[C:21]4[C:16]=3[CH:17]=[CH:18][CH:19]=[N:20]4)[CH:8]=2)=[C:5]([CH3:26])[O:4][N:3]=1.[C:27](OCC)(OCC)(OCC)[O:28][CH2:29][CH3:30], predict the reaction product. The product is: [CH2:29]([O:28][C:27]1[NH:13][C:11]2[CH:12]=[C:7]([C:6]3[C:2]([CH3:1])=[N:3][O:4][C:5]=3[CH3:26])[CH:8]=[C:9]([C:15]3[C:24]([CH3:25])=[CH:23][CH:22]=[C:21]4[C:16]=3[CH:17]=[CH:18][CH:19]=[N:20]4)[C:10]=2[N:14]=1)[CH3:30].